From a dataset of Catalyst prediction with 721,799 reactions and 888 catalyst types from USPTO. Predict which catalyst facilitates the given reaction. (1) Reactant: [Cl:1][C:2]1[C:3]2[CH:18]=[CH:17][NH:16][C:4]=2[N:5]=[C:6]([S:8][C:9]2[CH:14]=[CH:13][C:12]([F:15])=[CH:11][CH:10]=2)[N:7]=1.[H-].[Na+].[I-].[Na+].[CH3:23][O:24][CH2:25][CH2:26]Br. Product: [Cl:1][C:2]1[C:3]2[CH:18]=[CH:17][N:16]([CH2:26][CH2:25][O:24][CH3:23])[C:4]=2[N:5]=[C:6]([S:8][C:9]2[CH:10]=[CH:11][C:12]([F:15])=[CH:13][CH:14]=2)[N:7]=1. The catalyst class is: 3. (2) Reactant: F[C:2]1[CH:7]=[CH:6][C:5]([N+:8]([O-:10])=[O:9])=[CH:4][C:3]=1[C:11]([F:14])([F:13])[F:12].[CH3:15][N:16]1[CH2:21][CH2:20][NH:19][CH2:18][CH2:17]1. Product: [CH3:15][N:16]1[CH2:21][CH2:20][N:19]([C:2]2[CH:7]=[CH:6][C:5]([N+:8]([O-:10])=[O:9])=[CH:4][C:3]=2[C:11]([F:14])([F:13])[F:12])[CH2:18][CH2:17]1. The catalyst class is: 24. (3) Reactant: [Cl:1][C:2]1[CH:10]=[C:9]2[C:5]([C:6]([C:11]([O:13]C)=[O:12])=[CH:7][NH:8]2)=[CH:4][C:3]=1[C:15]1[CH:20]=[CH:19][C:18]([CH3:21])=[CH:17][CH:16]=1.[OH-].[Na+]. Product: [Cl:1][C:2]1[CH:10]=[C:9]2[C:5]([C:6]([C:11]([OH:13])=[O:12])=[CH:7][NH:8]2)=[CH:4][C:3]=1[C:15]1[CH:20]=[CH:19][C:18]([CH3:21])=[CH:17][CH:16]=1. The catalyst class is: 5.